Dataset: Reaction yield outcomes from USPTO patents with 853,638 reactions. Task: Predict the reaction yield, written as a fraction of the theoretical maximum amount of product (1.0 means a 100% yield; for example, 0.34 means a 34% yield). The reactants are Br[C:2]1[CH:15]=[CH:14][C:5]([O:6][CH:7]2[CH2:10][N:9]([C:11](=[O:13])[CH3:12])[CH2:8]2)=[CH:4][CH:3]=1.[CH3:16][C:17]1([CH3:31])[CH2:22][O:21][B:20]([B:20]2[O:21][CH2:22][C:17]([CH3:31])([CH3:16])[CH2:18][O:19]2)[O:19][CH2:18]1.CC([O-])=O.[K+].C(OCC)(=O)C. The catalyst is O1CCOCC1.C1C=CC(P(C2C=CC=CC=2)[C-]2C=CC=C2)=CC=1.C1C=CC(P(C2C=CC=CC=2)[C-]2C=CC=C2)=CC=1.Cl[Pd]Cl.[Fe+2]. The product is [CH3:16][C:17]1([CH3:31])[CH2:22][O:21][B:20]([C:2]2[CH:15]=[CH:14][C:5]([O:6][CH:7]3[CH2:10][N:9]([C:11](=[O:13])[CH3:12])[CH2:8]3)=[CH:4][CH:3]=2)[O:19][CH2:18]1. The yield is 0.580.